This data is from Experimental lipophilicity measurements (octanol/water distribution) for 4,200 compounds from AstraZeneca. The task is: Regression/Classification. Given a drug SMILES string, predict its absorption, distribution, metabolism, or excretion properties. Task type varies by dataset: regression for continuous measurements (e.g., permeability, clearance, half-life) or binary classification for categorical outcomes (e.g., BBB penetration, CYP inhibition). For this dataset (lipophilicity_astrazeneca), we predict Y. The compound is CC[C@H](NC(=O)c1c(S(C)(=O)=O)c(-c2ccccc2)nc2ccccc12)c1ccccc1. The Y is 3.17 logD.